This data is from Peptide-MHC class II binding affinity with 134,281 pairs from IEDB. The task is: Regression. Given a peptide amino acid sequence and an MHC pseudo amino acid sequence, predict their binding affinity value. This is MHC class II binding data. (1) The peptide sequence is LEASMLLDNMEVRGG. The MHC is HLA-DQA10501-DQB10402 with pseudo-sequence HLA-DQA10501-DQB10402. The binding affinity (normalized) is 0. (2) The peptide sequence is AFKVAATAACAAPAN. The MHC is DRB1_1001 with pseudo-sequence DRB1_1001. The binding affinity (normalized) is 0.839. (3) The peptide sequence is AAASWDALAAELASA. The MHC is DRB1_0701 with pseudo-sequence DRB1_0701. The binding affinity (normalized) is 0.262. (4) The peptide sequence is SVRIRVRSGGHDYEG. The MHC is DRB4_0101 with pseudo-sequence DRB4_0103. The binding affinity (normalized) is 0.306.